Dataset: Reaction yield outcomes from USPTO patents with 853,638 reactions. Task: Predict the reaction yield, written as a fraction of the theoretical maximum amount of product (1.0 means a 100% yield; for example, 0.34 means a 34% yield). (1) The reactants are [NH2:1][C:2]1[C:3]([F:21])=[C:4]([C:9]([C:11]2[CH:12]=[C:13]3[C:18](=[CH:19][CH:20]=2)[N:17]=[CH:16][CH:15]=[N:14]3)=[O:10])[C:5]([F:8])=[CH:6][CH:7]=1.[F:22][C:23]1[CH:28]=[CH:27][CH:26]=[C:25]([N:29]=[C:30]=[O:31])[CH:24]=1. The catalyst is C(Cl)Cl. The product is [F:21][C:3]1[C:4]([C:9]([C:11]2[CH:12]=[C:13]3[C:18](=[CH:19][CH:20]=2)[N:17]=[CH:16][CH:15]=[N:14]3)=[O:10])=[C:5]([F:8])[CH:6]=[CH:7][C:2]=1[NH:1][C:30]([NH:29][C:25]1[CH:26]=[CH:27][CH:28]=[C:23]([F:22])[CH:24]=1)=[O:31]. The yield is 0.167. (2) The reactants are [Br:1][C:2]1[CH:8]=[C:7]([O:9][CH3:10])[C:6]([Cl:11])=[CH:5][C:3]=1[NH2:4].[O-:12][C:13]#[N:14].[K+].[OH-].[Na+]. The catalyst is C(O)(=O)C.O. The product is [Br:1][C:2]1[CH:8]=[C:7]([O:9][CH3:10])[C:6]([Cl:11])=[CH:5][C:3]=1[NH:4][C:13]([NH2:14])=[O:12]. The yield is 0.290. (3) The reactants are [NH2:1][C@@H:2]([C:10]([NH2:12])=[O:11])[CH2:3][C:4]1[CH:9]=[CH:8][CH:7]=[CH:6][CH:5]=1.[CH2:13]1[CH2:19][S:16](=[O:18])(=[O:17])[O:15][CH2:14]1. The catalyst is C(#N)C. The product is [C:10]([C@H:2]([NH:1][CH2:14][CH2:13][CH2:19][S:16]([OH:18])(=[O:17])=[O:15])[CH2:3][C:4]1[CH:9]=[CH:8][CH:7]=[CH:6][CH:5]=1)(=[O:11])[NH2:12]. The yield is 0.890. (4) The reactants are [F:1][C:2]1[CH:7]=[CH:6][C:5]([CH2:8][CH2:9][C:10](Cl)=[O:11])=[CH:4][CH:3]=1.[CH3:13][O:14][C:15]1[CH:20]=[CH:19][CH:18]=[CH:17][CH:16]=1. The catalyst is [Al+3].[Cl-].[Cl-].[Cl-]. The product is [F:1][C:2]1[CH:7]=[CH:6][C:5]([CH2:8][CH2:9][C:10]([C:18]2[CH:19]=[CH:20][C:15]([O:14][CH3:13])=[CH:16][CH:17]=2)=[O:11])=[CH:4][CH:3]=1. The yield is 1.00. (5) The reactants are C([SnH](CCCC)CCCC)CCC.Br[C@@H:15]1[C@@H:20]([OH:21])[CH2:19][CH2:18][CH2:17][C@H:16]1[N:22]1[C:30](=[O:31])[C:29]2[C:24](=[CH:25][CH:26]=[CH:27][CH:28]=2)[C:23]1=[O:32]. The catalyst is C1(C)C=CC=CC=1.CO.N(C(C)(C)C#N)=NC(C)(C)C#N. The product is [OH:21][C@@H:20]1[CH2:19][CH2:18][CH2:17][C@H:16]([N:22]2[C:23](=[O:32])[C:24]3[C:29](=[CH:28][CH:27]=[CH:26][CH:25]=3)[C:30]2=[O:31])[CH2:15]1. The yield is 0.880. (6) The reactants are [CH3:1][C:2]1[CH:7]=[CH:6][C:5]([S:8]([Cl:11])(=[O:10])=[O:9])=[CH:4][CH:3]=1.Cl.Cl.[CH2:14]([NH:16][CH2:17][CH2:18][CH2:19][N:20]1[CH2:30][CH2:29][C:28]2[C:31]3[CH:21]1[CH2:22][CH2:23][C:24]=3[CH:25]=[CH:26][CH:27]=2)[CH3:15].CCN(C(C)C)C(C)C. The catalyst is C(Cl)Cl. The product is [ClH:11].[CH2:14]([N:16]([CH2:17][CH2:18][CH2:19][N:20]1[CH2:30][CH2:29][C:28]2[C:31]3[CH:21]1[CH2:22][CH2:23][C:24]=3[CH:25]=[CH:26][CH:27]=2)[S:8]([C:5]1[CH:6]=[CH:7][C:2]([CH3:1])=[CH:3][CH:4]=1)(=[O:10])=[O:9])[CH3:15]. The yield is 0.410. (7) The reactants are [CH3:1][O:2][C:3](=[O:18])[C:4]1[C:5](=[C:10]([CH3:17])[C:11]([CH:15]=[CH2:16])=[CH:12][C:13]=1[OH:14])[C:6]([O:8][CH3:9])=[O:7]. The catalyst is C1C=CC=CC=1.CCOC(C)=O. The product is [CH3:1][O:2][C:3](=[O:18])[C:4]1[C:5](=[C:10]([CH3:17])[C:11]([CH2:15][CH3:16])=[CH:12][C:13]=1[OH:14])[C:6]([O:8][CH3:9])=[O:7]. The yield is 0.880.